This data is from Catalyst prediction with 721,799 reactions and 888 catalyst types from USPTO. The task is: Predict which catalyst facilitates the given reaction. (1) Reactant: [CH3:1][O:2][C:3]([C@H:5]1[CH2:8][C@@H:7]([N:9]2[C:13]3[N:14]=[CH:15][N:16]=[C:17]([NH2:18])[C:12]=3[C:11]([C:19]3[CH:24]=[CH:23][CH:22]=[C:21]([O:25][CH2:26][C:27]4[CH:32]=[CH:31][CH:30]=[CH:29][CH:28]=4)[CH:20]=3)=[CH:10]2)[CH2:6]1)=[O:4].C(OC)(C)(C)C. Product: [CH3:1][O:2][C:3]([C@H:5]1[CH2:6][C@H:7]([N:9]2[C:13]3[N:14]=[CH:15][N:16]=[C:17]([NH2:18])[C:12]=3[C:11]([C:19]3[CH:24]=[CH:23][CH:22]=[C:21]([O:25][CH2:26][C:27]4[CH:28]=[CH:29][CH:30]=[CH:31][CH:32]=4)[CH:20]=3)=[CH:10]2)[CH2:8]1)=[O:4]. The catalyst class is: 413. (2) Reactant: C(Cl)CCl.[C:5]([NH:12][C@H:13]([C:17]([OH:19])=O)[CH:14]([CH3:16])[CH3:15])([O:7][C:8]([CH3:11])([CH3:10])[CH3:9])=[O:6].[F:20][C:21]1[CH:22]=[C:23]([CH:48]=[CH:49][C:50]=1[F:51])[C:24]([N:26]=[C:27]([NH:42][C@@H:43]([CH3:47])[CH2:44][O:45][CH3:46])[NH:28][C:29]1[C:37]2[C:32](=[CH:33][C:34]([C:38]([F:41])([F:40])[F:39])=[CH:35][CH:36]=2)[NH:31][N:30]=1)=[O:25]. Product: [F:20][C:21]1[CH:22]=[C:23]([CH:48]=[CH:49][C:50]=1[F:51])[C:24]([N:26]=[C:27]([NH:42][C@@H:43]([CH3:47])[CH2:44][O:45][CH3:46])[NH:28][C:29]1[C:37]2[C:32](=[CH:33][C:34]([C:38]([F:39])([F:40])[F:41])=[CH:35][CH:36]=2)[N:31]([C:17](=[O:19])[C@@H:13]([NH:12][C:5](=[O:6])[O:7][C:8]([CH3:9])([CH3:10])[CH3:11])[CH:14]([CH3:15])[CH3:16])[N:30]=1)=[O:25]. The catalyst class is: 2. (3) Reactant: C([O:5][C:6](=[O:25])[CH:7]=[CH:8][C:9]1[CH:14]=[CH:13][C:12]([CH:15]=[CH:16][C:17](=[O:24])[C:18]2[CH:19]=[N:20][CH:21]=[CH:22][CH:23]=2)=[CH:11][CH:10]=1)(C)(C)C. Product: [O:24]=[C:17]([C:18]1[CH:19]=[N:20][CH:21]=[CH:22][CH:23]=1)[CH:16]=[CH:15][C:12]1[CH:11]=[CH:10][C:9]([CH:8]=[CH:7][C:6]([OH:25])=[O:5])=[CH:14][CH:13]=1. The catalyst class is: 157. (4) Reactant: Br[C:2]1[C:11]2[C:6](=[CH:7][CH:8]=[CH:9][CH:10]=2)[C:5]([CH3:12])=[C:4]([N:13]([CH2:28][C:29]2[CH:34]=[CH:33][C:32]([O:35][C:36]([F:39])([F:38])[F:37])=[CH:31][CH:30]=2)[S:14]([C:17]2[CH:27]=[CH:26][C:20]([C:21]([O:23][CH2:24][CH3:25])=[O:22])=[CH:19][CH:18]=2)(=[O:16])=[O:15])[N:3]=1.[NH:40]1[CH2:44][CH2:43][CH2:42][CH2:41]1.C1(P(C2C=CC=CC=2)C2C=CC3C(=CC=CC=3)C=2C2C3C(=CC=CC=3)C=CC=2P(C2C=CC=CC=2)C2C=CC=CC=2)C=CC=CC=1.CC(C)([O-])C.[Na+]. Product: [CH3:12][C:5]1[C:6]2[C:11](=[CH:10][CH:9]=[CH:8][CH:7]=2)[C:2]([N:40]2[CH2:44][CH2:43][CH2:42][CH2:41]2)=[N:3][C:4]=1[N:13]([CH2:28][C:29]1[CH:34]=[CH:33][C:32]([O:35][C:36]([F:38])([F:39])[F:37])=[CH:31][CH:30]=1)[S:14]([C:17]1[CH:27]=[CH:26][C:20]([C:21]([O:23][CH2:24][CH3:25])=[O:22])=[CH:19][CH:18]=1)(=[O:15])=[O:16]. The catalyst class is: 11. (5) Reactant: Cl[C:2]1[N:7]=[C:6]([NH:8][CH3:9])[N:5]=[C:4]([N:10]2[CH:14]([CH3:15])[CH2:13][CH:12]([C:16]([NH:18][CH2:19][C:20]3[CH:25]=[CH:24][CH:23]=[CH:22][CH:21]=3)=[O:17])[CH2:11]2)[CH:3]=1.[C:26]([C:28]1[CH:33]=[CH:32][C:31](B(O)O)=[CH:30][C:29]=1[F:37])#[N:27].C1(P(C2CCCCC2)C2CCCCC2)CCCCC1.[O-]P([O-])([O-])=O.[K+].[K+].[K+]. Product: [C:26]([C:28]1[CH:33]=[CH:32][C:31]([C:2]2[N:7]=[C:6]([NH:8][CH3:9])[N:5]=[C:4]([N:10]3[C@H:14]([CH3:15])[CH2:13][C@H:12]([C:16]([NH:18][CH2:19][C:20]4[CH:25]=[CH:24][CH:23]=[CH:22][CH:21]=4)=[O:17])[CH2:11]3)[CH:3]=2)=[CH:30][C:29]=1[F:37])#[N:27]. The catalyst class is: 552. (6) Reactant: [Cl:1][C:2]1[N:7]=[C:6]([C:8]2[NH:9][C:10]3[C:15]([CH:16]=2)=[C:14]([F:17])[CH:13]=[CH:12][CH:11]=3)[C:5]([NH2:18])=[CH:4][CH:3]=1.[Cl:19][CH2:20][C:21](OC)(OC)OC.Cl.O1CCOCC1. The catalyst class is: 12. Product: [Cl:1][C:2]1[CH:3]=[CH:4][C:5]2[N:18]=[C:21]([CH2:20][Cl:19])[N:9]3[C:10]4[CH:11]=[CH:12][CH:13]=[C:14]([F:17])[C:15]=4[CH:16]=[C:8]3[C:6]=2[N:7]=1. (7) Reactant: [NH:1]1[C:5]2[CH:6]=[CH:7][CH:8]=[CH:9][C:4]=2[N:3]=[C:2]1[CH2:10][N:11]([CH3:22])[CH:12]1[C:21]2[N:20]=[CH:19][CH:18]=[CH:17][C:16]=2[CH2:15][CH2:14][CH2:13]1.Cl.Cl[CH2:25][C:26]1[CH:27]=[N:28][CH:29]=[CH:30][CH:31]=1.C([O-])([O-])=O.[K+].[K+]. Product: [CH3:22][N:11]([CH2:10][C:2]1[N:3]([CH2:25][C:26]2[CH:27]=[N:28][CH:29]=[CH:30][CH:31]=2)[C:4]2[CH:9]=[CH:8][CH:7]=[CH:6][C:5]=2[N:1]=1)[CH:12]1[C:21]2[N:20]=[CH:19][CH:18]=[CH:17][C:16]=2[CH2:15][CH2:14][CH2:13]1. The catalyst class is: 31. (8) Reactant: [CH2:1]([O:8][CH2:9][C:10]1([C:20](OCC)=[O:21])[CH2:19][CH2:18][C:13]2([O:17][CH2:16][CH2:15][O:14]2)[CH2:12][CH2:11]1)[C:2]1[CH:7]=[CH:6][CH:5]=[CH:4][CH:3]=1.[BH4-].[Li+]. Product: [CH2:1]([O:8][CH2:9][C:10]1([CH2:20][OH:21])[CH2:19][CH2:18][C:13]2([O:14][CH2:15][CH2:16][O:17]2)[CH2:12][CH2:11]1)[C:2]1[CH:7]=[CH:6][CH:5]=[CH:4][CH:3]=1. The catalyst class is: 7. (9) Reactant: [OH:1][C:2]([CH3:11])([CH3:10])[CH2:3][N:4]1[CH2:9][CH2:8][O:7][CH2:6][CH2:5]1.[CH2:12]([O:19][C:20]([NH:22][C@H:23]([C:28](O)=[O:29])[CH2:24][CH2:25][S:26][CH3:27])=[O:21])[C:13]1[CH:18]=[CH:17][CH:16]=[CH:15][CH:14]=1.F[P-](F)(F)(F)(F)F.Br[P+](N1CCCC1)(N1CCCC1)N1CCCC1. Product: [CH2:12]([O:19][C:20]([NH:22][C@@H:23]([CH2:24][CH2:25][S:26][CH3:27])[C:28]([O:1][C:2]([CH2:3][N:4]1[CH2:5][CH2:6][O:7][CH2:8][CH2:9]1)([CH3:11])[CH3:10])=[O:29])=[O:21])[C:13]1[CH:14]=[CH:15][CH:16]=[CH:17][CH:18]=1. The catalyst class is: 166.